From a dataset of Reaction yield outcomes from USPTO patents with 853,638 reactions. Predict the reaction yield, written as a fraction of the theoretical maximum amount of product (1.0 means a 100% yield; for example, 0.34 means a 34% yield). (1) The reactants are Cl[C:2]1[CH:3]=[C:4]([C:10]2[C:19]3[C:14](=[CH:15][C:16]([S:20]([NH:23][C:24]4[CH:29]=[CH:28][N:27]=[CH:26][N:25]=4)(=[O:22])=[O:21])=[CH:17][CH:18]=3)[CH:13]=[CH:12][N:11]=2)[C:5]([O:8][CH3:9])=[N:6][CH:7]=1.[C:30]1(B(O)O)[CH:35]=[CH:34][CH:33]=[CH:32][CH:31]=1.P([O-])([O-])([O-])=O.[K+].[K+].[K+].O. The catalyst is O1CCOCC1. The product is [CH3:9][O:8][C:5]1[C:4]([C:10]2[C:19]3[C:14](=[CH:15][C:16]([S:20]([NH:23][C:24]4[CH:29]=[CH:28][N:27]=[CH:26][N:25]=4)(=[O:22])=[O:21])=[CH:17][CH:18]=3)[CH:13]=[CH:12][N:11]=2)=[CH:3][C:2]([C:30]2[CH:35]=[CH:34][CH:33]=[CH:32][CH:31]=2)=[CH:7][N:6]=1. The yield is 0.540. (2) The reactants are [CH3:1][N:2]1[CH:10]([C:11]2[CH:16]=[CH:15][C:14]([O:17][C:18]([F:21])([F:20])[F:19])=[CH:13][CH:12]=2)[CH:9]2[C:4]([C:5]3[CH:25]=[CH:24][C:23]([CH:26]=O)=[CH:22][C:6]=3[CH2:7][CH2:8]2)=[N:3]1.[NH2:28][NH:29][C:30]([NH:32][C:33]1[C:38]([CH3:39])=[CH:37][CH:36]=[CH:35][C:34]=1[CH3:40])=[S:31]. The yield is 0.220. The catalyst is C(O)C. The product is [CH3:39][C:38]1[CH:37]=[CH:36][CH:35]=[C:34]([CH3:40])[C:33]=1[NH:32][C:30]([NH:29]/[N:28]=[CH:26]/[C:23]1[CH:24]=[CH:25][C:5]2[C:4]3[CH:9]([CH:10]([C:11]4[CH:16]=[CH:15][C:14]([O:17][C:18]([F:21])([F:19])[F:20])=[CH:13][CH:12]=4)[N:2]([CH3:1])[N:3]=3)[CH2:8][CH2:7][C:6]=2[CH:22]=1)=[S:31]. (3) The reactants are BrC1C=CC(S(N2CCOCC2)(=O)=O)=CC=1.[CH3:17][O:18][CH2:19][O:20][C:21]1[CH:22]=[C:23](/[CH:31]=[CH:32]/[C:33]2[CH:38]=[CH:37][C:36]([S:39]([N:42]3[CH2:47][CH2:46][O:45][CH2:44][CH2:43]3)(=[O:41])=[O:40])=[CH:35][CH:34]=2)[CH:24]=[CH:25][C:26]=1[O:27][CH2:28][O:29][CH3:30].C([O-])([O-])=O.[K+].[K+].[Li+].[Cl-].COCOC1C=C(C=CC=1OCOC)C=C. The catalyst is [N+](CCCC)(CCCC)(CCCC)CCCC.[Br-].C(Cl)Cl.CC([O-])=O.CC([O-])=O.[Pd+2].CN(C=O)C. The product is [CH3:17][O:18][CH2:19][O:20][C:21]1[CH:22]=[C:23](/[CH:31]=[CH:32]/[C:33]2[CH:34]=[CH:35][C:36]([S:39]([N:42]3[CH2:47][CH2:46][O:45][CH2:44][CH2:43]3)(=[O:41])=[O:40])=[CH:37][CH:38]=2)[CH:24]=[CH:25][C:26]=1[O:27][CH2:28][O:29][CH3:30]. The yield is 0.821. (4) The reactants are [CH2:1]([O:8][C:9]1[C:10]([C:23](O)=[O:24])=[N:11][CH:12]=[C:13]([O:15][CH2:16][C:17]2[CH:22]=[CH:21][CH:20]=[CH:19][CH:18]=2)[CH:14]=1)[C:2]1[CH:7]=[CH:6][CH:5]=[CH:4][CH:3]=1.Cl.[C:27]([O:31][C:32](=[O:35])[CH2:33][NH2:34])([CH3:30])([CH3:29])[CH3:28].C(N(C(C)C)CC)(C)C. The catalyst is CN(C=O)C.ON1C2C=CC=CC=2N=N1. The product is [C:27]([O:31][C:32](=[O:35])[CH2:33][NH:34][C:23]([C:10]1[C:9]([O:8][CH2:1][C:2]2[CH:7]=[CH:6][CH:5]=[CH:4][CH:3]=2)=[CH:14][C:13]([O:15][CH2:16][C:17]2[CH:22]=[CH:21][CH:20]=[CH:19][CH:18]=2)=[CH:12][N:11]=1)=[O:24])([CH3:30])([CH3:29])[CH3:28]. The yield is 0.990. (5) The yield is 0.900. The product is [Br:1][C:2]1[CH:7]=[CH:6][C:5]([NH:8][C:31]([C:20]2[N:21]([CH2:23][O:24][CH2:25][CH2:26][Si:27]([CH3:30])([CH3:29])[CH3:28])[CH:22]=[C:18]([C:16]#[N:17])[N:19]=2)=[O:32])=[C:4]([C:9]2[CH2:14][CH2:13][CH2:12][CH2:11][CH:10]=2)[CH:3]=1. The catalyst is CN(C=O)C.CCOC(C)=O. The reactants are [Br:1][C:2]1[CH:7]=[CH:6][C:5]([NH2:8])=[C:4]([C:9]2[CH2:14][CH2:13][CH2:12][CH2:11][CH:10]=2)[CH:3]=1.[K+].[C:16]([C:18]1[N:19]=[C:20]([C:31]([O-])=[O:32])[N:21]([CH2:23][O:24][CH2:25][CH2:26][Si:27]([CH3:30])([CH3:29])[CH3:28])[CH:22]=1)#[N:17].C1CN([P+](Br)(N2CCCC2)N2CCCC2)CC1.F[P-](F)(F)(F)(F)F.C(N(CC)C(C)C)(C)C. (6) The reactants are [Br:1][C:2]1[CH:3]=[CH:4][C:5]([OH:8])=[N:6][CH:7]=1.C1C=CN=C(C2C=[CH:17][CH:18]=[CH:19]N=2)C=1.C1(B(O)O)CC1.C([O-])([O-])=O.[Na+].[Na+]. The catalyst is ClC(Cl)C.CC([O-])=O.CC([O-])=O.[Cu+2]. The product is [Br:1][C:2]1[CH:3]=[CH:4][C:5](=[O:8])[N:6]([CH:17]2[CH2:18][CH2:19]2)[CH:7]=1. The yield is 0.580. (7) The reactants are [Cl:1][C:2]1[N:7]=[C:6]([Cl:8])[C:5]([C:9](Cl)=[O:10])=[CH:4][N:3]=1.[O:12]1[CH2:17][CH2:16][N:15]([S:18]([C:21]2[CH:27]=[CH:26][C:24]([NH2:25])=[CH:23][CH:22]=2)(=[O:20])=[O:19])[CH2:14][CH2:13]1.CCN(C(C)C)C(C)C.O. The catalyst is ClCCl. The product is [Cl:1][C:2]1[N:7]=[C:6]([Cl:8])[C:5]([C:9]([NH:25][C:24]2[CH:26]=[CH:27][C:21]([S:18]([N:15]3[CH2:16][CH2:17][O:12][CH2:13][CH2:14]3)(=[O:20])=[O:19])=[CH:22][CH:23]=2)=[O:10])=[CH:4][N:3]=1. The yield is 0.840. (8) The reactants are Cl[C:2]1[CH:7]=[CH:6][C:5]([N+:8]([O-:10])=[O:9])=[CH:4][N:3]=1.Cl.[CH2:12]1[C@H:17]2[CH2:18][NH:19][CH2:20][CH2:21][N:16]2[CH2:15][CH2:14][O:13]1.C(=O)([O-])[O-].[K+].[K+]. The catalyst is C(#N)C. The product is [N+:8]([C:5]1[CH:6]=[CH:7][C:2]([N:19]2[CH2:20][CH2:21][N:16]3[C@@H:17]([CH2:12][O:13][CH2:14][CH2:15]3)[CH2:18]2)=[N:3][CH:4]=1)([O-:10])=[O:9]. The yield is 0.730. (9) The reactants are [F:1][C:2]1[CH:3]=[C:4]([CH:14]([NH:16][C:17]([C:19]2[S:20][C:21](Br)=[CH:22][CH:23]=2)=[O:18])[CH3:15])[CH:5]=[C:6]([F:13])[C:7]=1[NH:8][S:9]([CH3:12])(=[O:11])=[O:10].[CH:25]([C:28]1[CH:29]=[C:30]([OH:34])[CH:31]=[CH:32][CH:33]=1)([CH3:27])[CH3:26].C([O-])([O-])=O.[Cs+].[Cs+].CN1C(=O)CCC1. The catalyst is CCOC(C)=O.[Cu]I.C(O)C. The product is [F:1][C:2]1[CH:3]=[C:4]([CH:14]([NH:16][C:17]([C:19]2[S:20][C:21]([O:34][C:30]3[CH:31]=[CH:32][CH:33]=[C:28]([CH:25]([CH3:27])[CH3:26])[CH:29]=3)=[CH:22][CH:23]=2)=[O:18])[CH3:15])[CH:5]=[C:6]([F:13])[C:7]=1[NH:8][S:9]([CH3:12])(=[O:11])=[O:10]. The yield is 0.0450.